From a dataset of Peptide-MHC class I binding affinity with 185,985 pairs from IEDB/IMGT. Regression. Given a peptide amino acid sequence and an MHC pseudo amino acid sequence, predict their binding affinity value. This is MHC class I binding data. (1) The peptide sequence is VMHINSPFKV. The binding affinity (normalized) is 0.915. The MHC is HLA-A02:03 with pseudo-sequence HLA-A02:03. (2) The peptide sequence is WLAGFEPSE. The MHC is HLA-A02:01 with pseudo-sequence HLA-A02:01. The binding affinity (normalized) is 0.0847. (3) The peptide sequence is YEPEMQAQV. The MHC is HLA-A29:02 with pseudo-sequence HLA-A29:02. The binding affinity (normalized) is 0.0847.